Dataset: Full USPTO retrosynthesis dataset with 1.9M reactions from patents (1976-2016). Task: Predict the reactants needed to synthesize the given product. (1) Given the product [CH2:4]1[CH2:5][CH2:6][CH:1]([N:7]=[C:8]=[N:10][CH:1]2[CH2:6][CH2:5][CH2:4][CH2:3][CH2:2]2)[CH2:2][CH2:3]1, predict the reactants needed to synthesize it. The reactants are: [CH:1]1([NH:7][C:8]([NH2:10])=O)[CH2:6][CH2:5][CH2:4][CH2:3][CH2:2]1.P(Cl)(Cl)(Cl)=O. (2) Given the product [ClH:24].[CH3:2][C:1]1[C:4]2[CH:9]=[N:8][C:7]([C:10]3[CH:15]=[CH:14][C:13]([NH2:16])=[CH:12][CH:11]=3)=[CH:6][C:5]=2[NH:26][N:25]=1, predict the reactants needed to synthesize it. The reactants are: [C:1]([C:4]1[C:5]([Cl:24])=[CH:6][C:7]([C:10]2[CH:15]=[CH:14][C:13]([NH:16]C(=O)OC(C)(C)C)=[CH:12][CH:11]=2)=[N:8][CH:9]=1)(=O)[CH3:2].[NH2:25][NH2:26]. (3) Given the product [Cl:18][C:15]1[CH:16]=[CH:17][C:12]([C:11]2[C:7]([C:3]3[CH:2]=[C:1]([C:39]4[CH:44]=[CH:43][CH:42]=[CH:41][CH:40]=4)[CH:6]=[CH:5][CH:4]=3)=[C:64]([C:65]3[CH:70]=[CH:69][C:68]([CH2:71][CH2:72][CH2:73][CH2:74][CH2:75][CH2:76][CH2:77][CH2:78][CH2:79][CH2:80][CH2:81][CH3:82])=[CH:67][CH:66]=3)[C:63]([C:60]3[CH:59]=[CH:58][C:57]([CH2:45][CH2:46][CH2:47][CH2:48][CH2:49][CH2:50][CH2:51][CH2:52][CH2:53][CH2:54][CH2:55][CH3:56])=[CH:62][CH:61]=3)=[C:9]([C:26]3[CH:27]=[C:28]([C:32]4[CH:33]=[CH:34][CH:35]=[CH:36][CH:37]=4)[CH:29]=[CH:30][CH:31]=3)[C:10]=2[C:19]2[CH:20]=[CH:21][C:22]([Cl:25])=[CH:23][CH:24]=2)=[CH:13][CH:14]=1, predict the reactants needed to synthesize it. The reactants are: [C:1]1([C:39]2[CH:44]=[CH:43][CH:42]=[CH:41][CH:40]=2)[CH:6]=[CH:5][CH:4]=[C:3]([C:7]2C(=O)[C:9]([C:26]3[CH:27]=[C:28]([C:32]4[CH:37]=[CH:36][CH:35]=[CH:34][CH:33]=4)[CH:29]=[CH:30][CH:31]=3)=[C:10]([C:19]3[CH:24]=[CH:23][C:22]([Cl:25])=[CH:21][CH:20]=3)[C:11]=2[C:12]2[CH:17]=[CH:16][C:15]([Cl:18])=[CH:14][CH:13]=2)[CH:2]=1.[CH2:45]([C:57]1[CH:62]=[CH:61][C:60]([C:63]#[C:64][C:65]2[CH:70]=[CH:69][C:68]([CH2:71][CH2:72][CH2:73][CH2:74][CH2:75][CH2:76][CH2:77][CH2:78][CH2:79][CH2:80][CH2:81][CH3:82])=[CH:67][CH:66]=2)=[CH:59][CH:58]=1)[CH2:46][CH2:47][CH2:48][CH2:49][CH2:50][CH2:51][CH2:52][CH2:53][CH2:54][CH2:55][CH3:56]. (4) Given the product [NH2:32][C:28]1[CH:29]=[CH:30][CH:31]=[C:2]([F:1])[C:3]=1[CH2:4][CH2:5][C@@H:6]1[N:11]([S:12]([C:15]2[CH:16]=[CH:17][CH:18]=[CH:19][CH:20]=2)(=[O:13])=[O:14])[CH2:10][CH2:9][N:8]([C:21]([O:23][C:24]([CH3:27])([CH3:25])[CH3:26])=[O:22])[CH2:7]1, predict the reactants needed to synthesize it. The reactants are: [F:1][C:2]1[CH:31]=[CH:30][CH:29]=[C:28]([N+:32]([O-])=O)[C:3]=1/[CH:4]=[CH:5]/[CH:6]1[N:11]([S:12]([C:15]2[CH:20]=[CH:19][CH:18]=[CH:17][CH:16]=2)(=[O:14])=[O:13])[CH2:10][CH2:9][N:8]([C:21]([O:23][C:24]([CH3:27])([CH3:26])[CH3:25])=[O:22])[CH2:7]1.N#N. (5) Given the product [N+:1]([C:4]1[CH:9]=[CH:8][C:7]([CH2:10][CH2:11][C:12]([NH:21][NH2:22])=[O:14])=[CH:6][CH:5]=1)([O-:3])=[O:2], predict the reactants needed to synthesize it. The reactants are: [N+:1]([C:4]1[CH:9]=[CH:8][C:7]([CH2:10][CH2:11][C:12]([OH:14])=O)=[CH:6][CH:5]=1)([O-:3])=[O:2].ClC(OCC)=O.[NH2:21][NH2:22].O. (6) Given the product [CH2:26]([NH:30][C:17](=[O:19])[CH2:16][S:15][C:4]1[N:3]([C:20]2[CH:25]=[CH:24][CH:23]=[CH:22][CH:21]=2)[C:2](=[O:1])[C:7]2[NH:8][C:9]3[CH:10]=[CH:11][CH:12]=[CH:13][C:14]=3[C:6]=2[N:5]=1)[CH2:27][CH2:28][CH3:29], predict the reactants needed to synthesize it. The reactants are: [O:1]=[C:2]1[C:7]2[NH:8][C:9]3[CH:10]=[CH:11][CH:12]=[CH:13][C:14]=3[C:6]=2[N:5]=[C:4]([S:15][CH2:16][C:17]([OH:19])=O)[N:3]1[C:20]1[CH:25]=[CH:24][CH:23]=[CH:22][CH:21]=1.[CH2:26]([NH2:30])[CH2:27][CH2:28][CH3:29].C(N(CC)CC)C.CN(C(ON1N=NC2C=CC=NC1=2)=[N+](C)C)C.F[P-](F)(F)(F)(F)F. (7) Given the product [CH3:1][O:2][C:3]1[CH:9]=[CH:8][C:6]([NH:7][C:19](=[O:24])[CH2:20][C:21]([OH:23])=[O:22])=[CH:5][CH:4]=1, predict the reactants needed to synthesize it. The reactants are: [CH3:1][O:2][C:3]1[CH:9]=[CH:8][C:6]([NH2:7])=[CH:5][CH:4]=1.COC1C=CC=CC=1N[C:19](=[O:24])[CH2:20][C:21]([OH:23])=[O:22]. (8) Given the product [CH2:21]([C:18]1[CH:19]=[CH:20][C:15]([N:7]([C:8]2[CH:9]=[CH:10][CH:11]=[CH:12][CH:13]=2)[C:1]2[CH:6]=[CH:5][CH:4]=[CH:3][CH:2]=2)=[CH:16][CH:17]=1)[CH2:22][CH2:23][CH2:24][CH2:25][CH2:26][CH2:27][CH2:28][CH2:29][CH2:30][CH2:31][CH3:32], predict the reactants needed to synthesize it. The reactants are: [C:1]1([NH:7][C:8]2[CH:13]=[CH:12][CH:11]=[CH:10][CH:9]=2)[CH:6]=[CH:5][CH:4]=[CH:3][CH:2]=1.Br[C:15]1[CH:20]=[CH:19][C:18]([CH2:21][CH2:22][CH2:23][CH2:24][CH2:25][CH2:26][CH2:27][CH2:28][CH2:29][CH2:30][CH2:31][CH3:32])=[CH:17][CH:16]=1.C(P(C(C)(C)C)C(C)(C)C)(C)(C)C.CC(C)([O-])C.[K+]. (9) Given the product [F:1][C:2]1[CH:3]=[C:4]([C:5](=[O:7])[CH2:24][C:23]([O:29][CH2:30][CH3:31])=[O:28])[CH:8]=[CH:9][CH:10]=1, predict the reactants needed to synthesize it. The reactants are: [F:1][C:2]1[CH:3]=[C:4]([CH:8]=[CH:9][CH:10]=1)[C:5]([OH:7])=O.C1N=CN(C(N2C=NC=C2)=O)C=1.[C:23]([O:29][CH2:30][CH3:31])(=[O:28])[CH2:24]C([O-])=O.[K+].[Mg+2].[Cl-].[Cl-]. (10) Given the product [C:10]([N:13]1[CH2:18][CH2:17][N:16]([CH2:19][C:3]2[CH:4]=[C:5]([CH:8]=[CH:9][C:2]=2[OH:1])[CH:6]=[O:7])[CH2:15][CH2:14]1)(=[O:12])[CH3:11], predict the reactants needed to synthesize it. The reactants are: [OH:1][C:2]1[CH:9]=[CH:8][C:5]([CH:6]=[O:7])=[CH:4][CH:3]=1.[C:10]([N:13]1[CH2:18][CH2:17][NH:16][CH2:15][CH2:14]1)(=[O:12])[CH3:11].[CH2:19]=O.